This data is from Full USPTO retrosynthesis dataset with 1.9M reactions from patents (1976-2016). The task is: Predict the reactants needed to synthesize the given product. (1) The reactants are: [CH3:1][C:2]1([CH3:32])[CH2:7][C:6](=O)[CH2:5][C:4]([CH3:10])([CH3:9])[P:3]1[C:11]1[CH:16]=[CH:15][CH:14]=[CH:13][C:12]=1[C:17]1[C:22]([CH:23]([CH3:25])[CH3:24])=[CH:21][C:20]([CH:26]([CH3:28])[CH3:27])=[CH:19][C:18]=1[CH:29]([CH3:31])[CH3:30].O.NN.[OH-].[K+]. Given the product [CH3:32][C:2]1([CH3:1])[CH2:7][CH2:6][CH2:5][C:4]([CH3:9])([CH3:10])[P:3]1[C:11]1[CH:16]=[CH:15][CH:14]=[CH:13][C:12]=1[C:17]1[C:18]([CH:29]([CH3:30])[CH3:31])=[CH:19][C:20]([CH:26]([CH3:28])[CH3:27])=[CH:21][C:22]=1[CH:23]([CH3:25])[CH3:24], predict the reactants needed to synthesize it. (2) Given the product [NH2:1][C:2]1[CH:7]=[CH:6][CH:5]=[CH:4][C:3]=1[NH:8][C:9](=[O:27])[C:10]1[CH:11]=[CH:12][C:13]([CH2:16][NH:17][C:18]2[CH:23]=[CH:22][C:21]([O:24][CH3:25])=[C:20]([O:26][CH2:29][CH2:30][CH2:31][N:32]3[C:40](=[O:41])[C:39]4[C:34](=[CH:35][CH:36]=[CH:37][CH:38]=4)[C:33]3=[O:42])[CH:19]=2)=[CH:14][CH:15]=1, predict the reactants needed to synthesize it. The reactants are: [NH2:1][C:2]1[CH:7]=[CH:6][CH:5]=[CH:4][C:3]=1[NH:8][C:9](=[O:27])[C:10]1[CH:15]=[CH:14][C:13]([CH2:16][NH:17][C:18]2[CH:23]=[CH:22][C:21]([O:24][CH3:25])=[C:20]([OH:26])[CH:19]=2)=[CH:12][CH:11]=1.Br[CH2:29][CH2:30][CH2:31][N:32]1[C:40](=[O:41])[C:39]2[C:34](=[CH:35][CH:36]=[CH:37][CH:38]=2)[C:33]1=[O:42].C([O-])([O-])=O.[K+].[K+]. (3) Given the product [CH3:24][C:25]1([CH3:28])[C:9]2[C:17](=[CH:18][CH:19]=[C:7]3[CH:6]=[CH:5][CH:4]=[CH:3][C:8]3=2)[C:16]2[C:26]1=[CH:12][CH:13]=[C:14]1[CH:23]=[CH:22][CH:21]=[CH:20][C:15]1=2, predict the reactants needed to synthesize it. The reactants are: CI.[CH:3]1[C:8]2=[C:9]3[C:17](=[CH:18][CH:19]=[C:7]2[CH:6]=[CH:5][CH:4]=1)[C:16]1C(=[CH:12][CH:13]=[C:14]2[CH:23]=[CH:22][CH:21]=[CH:20][C:15]2=1)C3.[CH3:24][C:25]([CH3:28])([O-])[CH3:26].[K+].CS(C)=O. (4) Given the product [C:28]1([C:37]2[CH:38]=[CH:39][CH:40]=[CH:41][CH:42]=2)[CH:33]=[CH:32][CH:31]=[CH:30][C:29]=1[C:2]1[CH:3]=[CH:4][C:5]2[C:6]3([C:16]4[CH:17]=[CH:18][CH:19]=[CH:20][C:21]=4[C:22]4[C:27]3=[CH:26][CH:25]=[CH:24][CH:23]=4)[C:7]3[C:12]([C:13]=2[CH:14]=1)=[CH:11][C:10]([Br:15])=[CH:9][CH:8]=3, predict the reactants needed to synthesize it. The reactants are: Br[C:2]1[CH:3]=[CH:4][C:5]2[C:6]3([C:27]4[CH:26]=[CH:25][CH:24]=[CH:23][C:22]=4[C:21]4[C:16]3=[CH:17][CH:18]=[CH:19][CH:20]=4)[C:7]3[C:12]([C:13]=2[CH:14]=1)=[CH:11][C:10]([Br:15])=[CH:9][CH:8]=3.[C:28]1([C:37]2[CH:42]=[CH:41][CH:40]=[CH:39][CH:38]=2)[CH:33]=[CH:32][CH:31]=[CH:30][C:29]=1B(O)O.C([O-])([O-])=O.[Na+].[Na+].CCO. (5) Given the product [NH2:1][C:2]1[N:3]([CH3:20])[C:4](=[O:19])[C:5]2([N:18]=1)[C:14]1[C:9](=[CH:10][CH:11]=[C:12]([C:26]3[CH:25]=[CH:24][CH:23]=[C:22]([Cl:21])[CH:27]=3)[CH:13]=1)[C:8]([CH3:17])([CH3:16])[CH2:7][CH2:6]2, predict the reactants needed to synthesize it. The reactants are: [NH2:1][C:2]1[N:3]([CH3:20])[C:4](=[O:19])[C:5]2([N:18]=1)[C:14]1[C:9](=[CH:10][CH:11]=[C:12](Br)[CH:13]=1)[C:8]([CH3:17])([CH3:16])[CH2:7][CH2:6]2.[Cl:21][C:22]1[CH:23]=[C:24](B(O)O)[CH:25]=[CH:26][CH:27]=1.C(=O)([O-])[O-].[Na+].[Na+].[NH4+].[OH-]. (6) Given the product [C:1]([O:5][C:6]([NH:8][C@H:9]([CH2:21][CH2:22][S:23][CH3:24])[CH:10]([OH:14])[C:11]([O:13][CH3:25])=[O:12])=[O:7])([CH3:4])([CH3:3])[CH3:2], predict the reactants needed to synthesize it. The reactants are: [C:1]([O:5][C:6]([NH:8][C@H:9]([CH2:21][CH2:22][S:23][CH3:24])[CH:10]([O:14]C1CCCCO1)[C:11]([OH:13])=[O:12])=[O:7])([CH3:4])([CH3:3])[CH3:2].[CH3:25][Si](C=[N+]=[N-])(C)C.C(O)(=O)C. (7) Given the product [Br:20][C:21]1[CH:29]=[CH:28][CH:27]=[C:26]2[C:22]=1[C:23]([OH:44])([C:8]1[C:9]([OH:11])=[CH:10][C:5]3[O:4][CH2:3][CH2:2][O:1][C:6]=3[CH:7]=1)[C:24](=[O:43])[N:25]2[CH:30]([C:31]1[CH:32]=[CH:33][CH:34]=[CH:35][CH:36]=1)[C:37]1[CH:42]=[CH:41][CH:40]=[CH:39][CH:38]=1, predict the reactants needed to synthesize it. The reactants are: [O:1]1[C:6]2[CH:7]=[CH:8][C:9]([OH:11])=[CH:10][C:5]=2[O:4][CH2:3][CH2:2]1.BrC1C=C(O)C=CC=1.[Br:20][C:21]1[CH:29]=[CH:28][CH:27]=[C:26]2[C:22]=1[C:23](=[O:44])[C:24](=[O:43])[N:25]2[CH:30]([C:37]1[CH:42]=[CH:41][CH:40]=[CH:39][CH:38]=1)[C:31]1[CH:36]=[CH:35][CH:34]=[CH:33][CH:32]=1.FC(F)(F)C1OC(CN2C3C(=CC=CC=3)C(=O)C2=O)=CC=1.